Task: Predict which catalyst facilitates the given reaction.. Dataset: Catalyst prediction with 721,799 reactions and 888 catalyst types from USPTO (1) Reactant: CON(C)[C:4]([CH:6]1[CH2:11][CH2:10][CH:9]([C:12]2[CH:17]=[CH:16][CH:15]=[CH:14][CH:13]=2)[CH2:8][CH2:7]1)=[O:5].[H-].[Li+].[Al+3].[H-].[H-].[H-].[Cl-].[NH4+]. Product: [C:12]1([CH:9]2[CH2:10][CH2:11][CH:6]([CH:4]=[O:5])[CH2:7][CH2:8]2)[CH:17]=[CH:16][CH:15]=[CH:14][CH:13]=1. The catalyst class is: 1. (2) Reactant: [CH:1]1([O:4][C:5]2[CH:6]=[C:7]([C:15]3[N:24](COCC[Si](C)(C)C)[C:18]4[CH:19]=[N:20][NH:21][C:22](=[O:23])[C:17]=4[CH:16]=3)[CH:8]=[CH:9][C:10]=2[O:11][CH:12]([F:14])[F:13])[CH2:3][CH2:2]1.O1CCCC1.C(N)CN.[F-].C([N+](CCCC)(CCCC)CCCC)CCC. Product: [CH:1]1([O:4][C:5]2[CH:6]=[C:7]([C:15]3[NH:24][C:18]4[CH:19]=[N:20][NH:21][C:22](=[O:23])[C:17]=4[CH:16]=3)[CH:8]=[CH:9][C:10]=2[O:11][CH:12]([F:13])[F:14])[CH2:2][CH2:3]1. The catalyst class is: 805. (3) Reactant: CC(C)([O-])C.[K+].[F:7][C:8]1[CH:31]=[CH:30][CH:29]=[C:28]([F:32])[C:9]=1[CH2:10][O:11][C:12]1[C:13]2[N:14]([C:19]([C:23]3[CH:24]=[N:25][NH:26][CH:27]=3)=[C:20]([CH3:22])[N:21]=2)[CH:15]=[C:16]([CH3:18])[CH:17]=1.Br[CH2:34][C:35]1[CH:39]=[C:38]([CH3:40])[O:37][N:36]=1.[I-].[K+]. Product: [F:7][C:8]1[CH:31]=[CH:30][CH:29]=[C:28]([F:32])[C:9]=1[CH2:10][O:11][C:12]1[C:13]2[N:14]([C:19]([C:23]3[CH:27]=[N:26][N:25]([CH2:34][C:35]4[CH:39]=[C:38]([CH3:40])[O:37][N:36]=4)[CH:24]=3)=[C:20]([CH3:22])[N:21]=2)[CH:15]=[C:16]([CH3:18])[CH:17]=1. The catalyst class is: 3. (4) Reactant: [F:1][C:2]1[CH:7]=[CH:6][C:5]([C:8](=[O:23])[CH2:9][N:10]2[CH2:15][CH2:14][N:13](C(OC(C)(C)C)=O)[CH2:12][CH2:11]2)=[CH:4][CH:3]=1.Cl. Product: [F:1][C:2]1[CH:7]=[CH:6][C:5]([C:8](=[O:23])[CH2:9][N:10]2[CH2:11][CH2:12][NH:13][CH2:14][CH2:15]2)=[CH:4][CH:3]=1. The catalyst class is: 12. (5) Reactant: [CH3:1][C:2]1[C:3]([C:9]2[CH2:14][C:13]([CH3:16])([CH3:15])[CH2:12][C:11]([CH3:18])([CH3:17])[CH:10]=2)=[C:4]([NH2:8])[CH:5]=[CH:6][CH:7]=1.ClC1C=CC=CC=1Cl.Cl.Cl[CH2:29][CH2:30][NH:31][CH2:32][CH2:33]Cl.C(=O)([O-])O.[Na+]. Product: [CH3:1][C:2]1[C:3]([C:9]2[CH2:14][C:13]([CH3:16])([CH3:15])[CH2:12][C:11]([CH3:18])([CH3:17])[CH:10]=2)=[C:4]([N:8]2[CH2:33][CH2:32][NH:31][CH2:30][CH2:29]2)[CH:5]=[CH:6][CH:7]=1. The catalyst class is: 22. (6) Reactant: [ClH:1].Cl.[CH3:3][C@@H:4]1[CH2:8][CH2:7][CH2:6][N:5]1[CH2:9][CH2:10][CH2:11][O:12][C:13]1[CH:25]=[CH:24][C:16]([O:17][CH:18]2[CH2:23][CH2:22][NH:21][CH2:20][CH2:19]2)=[CH:15][CH:14]=1.CN(C)C=O.CN(C(ON1N=NC2C=CC=CC1=2)=[N+](C)C)C.F[P-](F)(F)(F)(F)F.[CH3:55][C:56]1([C:59](O)=[O:60])[CH2:58][CH2:57]1.C([O-])(O)=O.[Na+]. Product: [ClH:1].[CH3:55][C:56]1([C:59]([N:21]2[CH2:20][CH2:19][CH:18]([O:17][C:16]3[CH:24]=[CH:25][C:13]([O:12][CH2:11][CH2:10][CH2:9][N:5]4[CH2:6][CH2:7][CH2:8][C@H:4]4[CH3:3])=[CH:14][CH:15]=3)[CH2:23][CH2:22]2)=[O:60])[CH2:58][CH2:57]1. The catalyst class is: 66. (7) Reactant: C(OC(=O)[NH:7][C:8]1[CH:13]=[CH:12][C:11]([C:14]([F:17])([F:16])[F:15])=[CH:10][C:9]=1[NH:18][C:19](=[O:38])[CH2:20][C:21]([C:23]1[CH:28]=[CH:27][CH:26]=[C:25]([C:29]2[CH:34]=[CH:33][N:32]=[C:31]([CH:35]3[CH2:37][CH2:36]3)[CH:30]=2)[CH:24]=1)=O)(C)(C)C.C(O)(C(F)(F)F)=O. Product: [CH:35]1([C:31]2[CH:30]=[C:29]([C:25]3[CH:24]=[C:23]([C:21]4[CH2:20][C:19](=[O:38])[NH:18][C:9]5[CH:10]=[C:11]([C:14]([F:15])([F:17])[F:16])[CH:12]=[CH:13][C:8]=5[N:7]=4)[CH:28]=[CH:27][CH:26]=3)[CH:34]=[CH:33][N:32]=2)[CH2:36][CH2:37]1. The catalyst class is: 2. (8) Reactant: [CH3:1][O:2][C:3](=[O:18])[CH:4]([C:8](=[O:17])[NH:9][C:10]1[CH:15]=[CH:14][C:13](I)=[CH:12][CH:11]=1)[CH:5]([CH3:7])[CH3:6].[C:19]([C:21]1[CH:28]=[CH:27][C:24]([CH:25]=[O:26])=[CH:23][CH:22]=1)#[CH:20].C1C=CC(P(C2C=CC=CC=2)C2C=CC=CC=2)=CC=1.C(NC(C)C)(C)C. Product: [CH3:1][O:2][C:3](=[O:18])[CH:4]([C:8](=[O:17])[NH:9][C:10]1[CH:15]=[CH:14][C:13]([C:20]#[C:19][C:21]2[CH:28]=[CH:27][C:24]([CH:25]=[O:26])=[CH:23][CH:22]=2)=[CH:12][CH:11]=1)[CH:5]([CH3:7])[CH3:6]. The catalyst class is: 540.